Dataset: Reaction yield outcomes from USPTO patents with 853,638 reactions. Task: Predict the reaction yield, written as a fraction of the theoretical maximum amount of product (1.0 means a 100% yield; for example, 0.34 means a 34% yield). (1) The reactants are [Na].[CH3:2][O:3][C:4](=[O:17])[CH:5]=[CH:6][C:7]1[CH:12]=[CH:11][CH:10]=[C:9]([S:13](O)(=[O:15])=[O:14])[CH:8]=1.S(Cl)([Cl:20])=O. The catalyst is CN(C)C=O. The product is [CH3:2][O:3][C:4](=[O:17])[CH:5]=[CH:6][C:7]1[CH:12]=[CH:11][CH:10]=[C:9]([S:13]([Cl:20])(=[O:15])=[O:14])[CH:8]=1. The yield is 0.970. (2) The reactants are [F:1][C:2]1[CH:15]=[C:14]([N+:16]([O-])=O)[CH:13]=[CH:12][C:3]=1[O:4][C:5]1[CH:6]=[CH:7][C:8](=[O:11])[NH:9][CH:10]=1.[Cl-].[NH4+]. The yield is 0.870. The catalyst is CO.O.[Fe]. The product is [NH2:16][C:14]1[CH:13]=[CH:12][C:3]([O:4][C:5]2[CH:6]=[CH:7][C:8](=[O:11])[NH:9][CH:10]=2)=[C:2]([F:1])[CH:15]=1. (3) The reactants are [Cl:1][C:2]1[CH:7]=[CH:6][C:5]([OH:8])=[C:4]([I:9])[CH:3]=1.C(=O)([O-])[O-].[K+].[K+].[CH2:16](Br)[CH:17]=[CH:18][CH3:19]. The catalyst is CN(C=O)C. The product is [Cl:1][C:2]1[CH:7]=[CH:6][C:5]([O:8][CH2:16][CH:17]=[CH:18][CH3:19])=[C:4]([I:9])[CH:3]=1. The yield is 0.940. (4) The reactants are [Cl:1][C:2]1[N:6]2[CH:7]=[C:8]([CH:15]3[CH2:17][CH2:16]3)[CH:9]=[C:10]([C:11]([F:14])([F:13])[F:12])[C:5]2=[N:4][C:3]=1[C:18](O)=[O:19].Cl.[OH:22][CH:23]1[CH2:27][N:26]([CH:28]2[CH2:33][CH2:32][NH:31][CH2:30][CH2:29]2)[C:25](=[O:34])[CH2:24]1.CCN(C(C)C)C(C)C.O. The catalyst is CN(C)C=O. The product is [Cl:1][C:2]1[N:6]2[CH:7]=[C:8]([CH:15]3[CH2:16][CH2:17]3)[CH:9]=[C:10]([C:11]([F:13])([F:12])[F:14])[C:5]2=[N:4][C:3]=1[C:18]([N:31]1[CH2:32][CH2:33][CH:28]([N:26]2[CH2:27][CH:23]([OH:22])[CH2:24][C:25]2=[O:34])[CH2:29][CH2:30]1)=[O:19]. The yield is 0.733. (5) The reactants are [Cl:1][C:2]1[CH:7]=[CH:6][C:5]([CH:8]=[CH:9][C:10]2[C:11]([CH:15]=[O:16])=[CH:12][S:13][CH:14]=2)=[CH:4][CH:3]=1.C1(C#CC2C=C(C=O)SC=2)C=CC=CC=1.C(C1C=C(C=O)SC=1)CC1C=CC=CC=1. No catalyst specified. The product is [Cl:1][C:2]1[CH:3]=[CH:4][C:5]([CH2:8][CH2:9][C:10]2[C:11]([CH:15]=[O:16])=[CH:12][S:13][CH:14]=2)=[CH:6][CH:7]=1. The yield is 0.720. (6) The reactants are [Cl:1][C:2]1[CH:27]=[CH:26][C:5]([CH2:6][N:7]2[C:12](=[O:13])[C:11](Br)=[N:10][N:9]([C:15]3[CH:16]=[C:17]([NH:21][C:22](=[O:24])[CH3:23])[CH:18]=[CH:19][CH:20]=3)[C:8]2=[O:25])=[CH:4][CH:3]=1.[CH3:28][O-:29].[Na+]. The catalyst is CO. The product is [Cl:1][C:2]1[CH:27]=[CH:26][C:5]([CH2:6][N:7]2[C:12](=[O:13])[C:11]([O:29][CH3:28])=[N:10][N:9]([C:15]3[CH:16]=[C:17]([NH:21][C:22](=[O:24])[CH3:23])[CH:18]=[CH:19][CH:20]=3)[C:8]2=[O:25])=[CH:4][CH:3]=1. The yield is 0.350.